Dataset: Forward reaction prediction with 1.9M reactions from USPTO patents (1976-2016). Task: Predict the product of the given reaction. (1) Given the reactants [Cl:1][C:2]1[C:7]([Cl:8])=[CH:6][C:5]([NH2:9])=[C:4]([NH2:10])[CH:3]=1.[C:11](OCC)(=O)[CH:12]=[O:13].C1(C)C=CC=CC=1, predict the reaction product. The product is: [Cl:1][C:2]1[CH:3]=[C:4]2[C:5](=[CH:6][C:7]=1[Cl:8])[NH:9][C:12](=[O:13])[CH:11]=[N:10]2. (2) Given the reactants [F:1][C:2]1[CH:7]=[CH:6][CH:5]=[C:4]([F:8])[C:3]=1[N:9]1[C:13]2[CH:14]=[CH:15][CH:16]=[CH:17][C:12]=2[NH:11][S:10]1(=[O:19])=[O:18].C1(P(C2C=CC=CC=2)C2C=CC=CC=2)C=CC=CC=1.[Br:39][CH2:40][CH2:41][CH2:42]O.N(C(OC(C)C)=O)=NC(OC(C)C)=O, predict the reaction product. The product is: [Br:39][CH2:40][CH2:41][CH2:42][N:11]1[C:12]2[CH:17]=[CH:16][CH:15]=[CH:14][C:13]=2[N:9]([C:3]2[C:4]([F:8])=[CH:5][CH:6]=[CH:7][C:2]=2[F:1])[S:10]1(=[O:18])=[O:19]. (3) Given the reactants [OH:1][C:2]1[CH:11]=[C:10]2[C:5]([CH2:6][CH2:7][C:8](=[O:12])[NH:9]2)=[CH:4][CH:3]=1.[Br:13][CH2:14][CH2:15][CH2:16]Br.C([O-])([O-])=O.[K+].[K+], predict the reaction product. The product is: [Br:13][CH2:14][CH2:15][CH2:16][O:1][C:2]1[CH:11]=[C:10]2[C:5]([CH2:6][CH2:7][C:8](=[O:12])[NH:9]2)=[CH:4][CH:3]=1. (4) Given the reactants [CH:1]1([NH2:4])[CH2:3][CH2:2]1.[Cl:5][C:6]1[N:15]=[C:14](Cl)[C:13]2[C:8](=[CH:9][CH:10]=[C:11]([C:17]3[CH:22]=[CH:21][C:20]([F:23])=[CH:19][CH:18]=3)[CH:12]=2)[N:7]=1, predict the reaction product. The product is: [Cl:5][C:6]1[N:15]=[C:14]([NH:4][CH:1]2[CH2:3][CH2:2]2)[C:13]2[C:8](=[CH:9][CH:10]=[C:11]([C:17]3[CH:22]=[CH:21][C:20]([F:23])=[CH:19][CH:18]=3)[CH:12]=2)[N:7]=1. (5) Given the reactants Cl.Cl.Cl.[O:4]1[C:8]2=[C:9]([N:13]3[CH2:18][CH2:17][N:16]([CH2:19][CH2:20][C@H:21]4[CH2:26][CH2:25][C@H:24]([NH2:27])[CH2:23][CH2:22]4)[CH2:15][CH2:14]3)[N:10]=[CH:11][CH:12]=[C:7]2[CH2:6][CH2:5]1.[OH:28][C@@H:29]([CH2:35][CH3:36])[CH2:30][C:31](OC)=[O:32], predict the reaction product. The product is: [O:4]1[C:8]2=[C:9]([N:13]3[CH2:18][CH2:17][N:16]([CH2:19][CH2:20][C@H:21]4[CH2:26][CH2:25][C@H:24]([NH:27][C:31](=[O:32])[CH2:30][C@@H:29]([OH:28])[CH2:35][CH3:36])[CH2:23][CH2:22]4)[CH2:15][CH2:14]3)[N:10]=[CH:11][CH:12]=[C:7]2[CH2:6][CH2:5]1. (6) Given the reactants [CH3:1][C@@H:2]1[NH:7][CH2:6][CH2:5][N:4]([CH2:8][C:9]([NH:11][C:12]2[CH:21]=[CH:20][CH:19]=[C:18]3[C:13]=2[CH:14]=[CH:15][CH:16]=[N:17]3)=[O:10])[CH2:3]1.[C:22]([C:24]1[CH:29]=[CH:28][C:27]([S:30](Cl)(=[O:32])=[O:31])=[CH:26][CH:25]=1)#[N:23], predict the reaction product. The product is: [C:22]([C:24]1[CH:25]=[CH:26][C:27]([S:30]([N:7]2[CH2:6][CH2:5][N:4]([CH2:8][C:9]([NH:11][C:12]3[CH:21]=[CH:20][CH:19]=[C:18]4[C:13]=3[CH:14]=[CH:15][CH:16]=[N:17]4)=[O:10])[CH2:3][C@@H:2]2[CH3:1])(=[O:32])=[O:31])=[CH:28][CH:29]=1)#[N:23]. (7) Given the reactants [NH2:1][C:2]1[S:6][N:5]=[C:4]([CH3:7])[C:3]=1[C:8]([NH:10][C:11]1[CH:12]=[N:13][C:14]([O:17][CH3:18])=[CH:15][CH:16]=1)=[O:9].Cl[C:20]1[CH:29]=[CH:28][C:23]([C:24]([O:26][CH3:27])=[O:25])=[CH:22][N:21]=1.C(=O)([O-])[O-].[Cs+].[Cs+].CC1(C)C2C(=C(P(C3C=CC=CC=3)C3C=CC=CC=3)C=CC=2)OC2C(P(C3C=CC=CC=3)C3C=CC=CC=3)=CC=CC1=2, predict the reaction product. The product is: [CH3:18][O:17][C:14]1[N:13]=[CH:12][C:11]([NH:10][C:8]([C:3]2[C:4]([CH3:7])=[N:5][S:6][C:2]=2[NH:1][C:20]2[CH:29]=[CH:28][C:23]([C:24]([O:26][CH3:27])=[O:25])=[CH:22][N:21]=2)=[O:9])=[CH:16][CH:15]=1. (8) Given the reactants I[C:2]1[CH:3]=[N:4][C:5]([NH2:8])=[N:6][CH:7]=1.C(=O)([O-])[O-].[Na+].[Na+].[CH3:15][C:16]1([CH3:43])[O:20][C:19](=[O:21])[N:18]([C:22]2[CH:27]=[CH:26][C:25](B3OC(C)(C)C(C)(C)O3)=[CH:24][CH:23]=2)[C@H:17]1[C:37]1[CH:42]=[CH:41][CH:40]=[CH:39][CH:38]=1, predict the reaction product. The product is: [NH2:8][C:5]1[N:4]=[CH:3][C:2]([C:25]2[CH:24]=[CH:23][C:22]([N:18]3[C@@H:17]([C:37]4[CH:38]=[CH:39][CH:40]=[CH:41][CH:42]=4)[C:16]([CH3:15])([CH3:43])[O:20][C:19]3=[O:21])=[CH:27][CH:26]=2)=[CH:7][N:6]=1. (9) The product is: [Cl:1][C:2]1[CH:7]=[CH:6][C:5]([S:8]([NH:11][C:15]2[C:16]([C:22](=[O:33])[C:23]3[CH:28]=[C:27]([N+:29]([O-:31])=[O:30])[CH:26]=[CH:25][C:24]=3[Cl:32])=[N:17][CH:18]=[C:19]([CH3:21])[CH:20]=2)(=[O:9])=[O:10])=[CH:4][C:3]=1[C:34]([F:37])([F:35])[F:36]. Given the reactants [Cl:1][C:2]1[CH:7]=[CH:6][C:5]([S:8]([N:11]([C:15]2[C:16]([C:22](=[O:33])[C:23]3[CH:28]=[C:27]([N+:29]([O-:31])=[O:30])[CH:26]=[CH:25][C:24]=3[Cl:32])=[N:17][CH:18]=[C:19]([CH3:21])[CH:20]=2)COC)(=[O:10])=[O:9])=[CH:4][C:3]=1[C:34]([F:37])([F:36])[F:35].O, predict the reaction product.